This data is from Full USPTO retrosynthesis dataset with 1.9M reactions from patents (1976-2016). The task is: Predict the reactants needed to synthesize the given product. (1) Given the product [CH:32]1([NH:35][C:14](=[O:15])[C:13]2[CH:17]=[CH:18][CH:19]=[C:11]([O:10][C:9]3[CH:20]=[CH:21][C:22]([S:24]([CH3:27])(=[O:25])=[O:26])=[CH:23][C:8]=3[C:6]3[C:5]4[CH:28]=[CH:29][NH:30][C:4]=4[C:3](=[O:31])[N:2]([CH3:1])[CH:7]=3)[CH:12]=2)[CH2:34][CH2:33]1, predict the reactants needed to synthesize it. The reactants are: [CH3:1][N:2]1[CH:7]=[C:6]([C:8]2[CH:23]=[C:22]([S:24]([CH3:27])(=[O:26])=[O:25])[CH:21]=[CH:20][C:9]=2[O:10][C:11]2[CH:12]=[C:13]([CH:17]=[CH:18][CH:19]=2)[C:14](O)=[O:15])[C:5]2[CH:28]=[CH:29][NH:30][C:4]=2[C:3]1=[O:31].[CH:32]1([NH2:35])[CH2:34][CH2:33]1.O.N1(O)C2C=CC=CC=2N=N1.Cl.C(N=C=NCCCN(C)C)C.C(N(C(C)C)C(C)C)C. (2) Given the product [CH3:20][O:21][CH2:22][CH2:23][CH2:24][NH:25][C:2]1[CH:7]=[C:6]([C:8]2[NH:19][C:11]3=[N:12][CH:13]=[C:14]([N+:16]([O-:18])=[O:17])[CH:15]=[C:10]3[N:9]=2)[CH:5]=[CH:4][N:3]=1, predict the reactants needed to synthesize it. The reactants are: Cl[C:2]1[CH:7]=[C:6]([C:8]2[NH:19][C:11]3=[N:12][CH:13]=[C:14]([N+:16]([O-:18])=[O:17])[CH:15]=[C:10]3[N:9]=2)[CH:5]=[CH:4][N:3]=1.[CH3:20][O:21][CH2:22][CH2:23][CH2:24][NH2:25]. (3) Given the product [CH3:16][C:17]1([CH2:21][S:3][C:1]#[N:2])[CH2:20][O:19][CH2:18]1, predict the reactants needed to synthesize it. The reactants are: [C:1]([S-:3])#[N:2].[K+].CC1C=CC(S(O[CH2:16][C:17]2([CH3:21])[CH2:20][O:19][CH2:18]2)(=O)=O)=CC=1.C(OCC)(=O)C. (4) Given the product [C:1]([NH:5][C:6]([C:8]1[CH:12]=[C:11]([C:13]2[CH:18]=[CH:17][CH:16]=[CH:15][N:14]=2)[N:10]([C:19]2[S:20][C:21]([O:30][CH3:31])=[N:22][N:23]=2)[N:9]=1)=[O:28])([CH3:4])([CH3:2])[CH3:3], predict the reactants needed to synthesize it. The reactants are: [C:1]([NH:5][C:6]([C:8]1[CH:12]=[C:11]([C:13]2[CH:18]=[CH:17][CH:16]=[CH:15][N:14]=2)[N:10]([C:19]2[S:20][C:21](S(CC)=O)=[N:22][N:23]=2)[N:9]=1)=O)([CH3:4])([CH3:3])[CH3:2].[OH-:28].[Na+].[OH2:30].[CH:31](Cl)(Cl)Cl. (5) Given the product [F:12][CH2:13][C:14](=[O:15])[C:6]#[C:5][Si:2]([CH3:4])([CH3:3])[CH3:1], predict the reactants needed to synthesize it. The reactants are: [CH3:1][Si:2]([C:5]#[CH:6])([CH3:4])[CH3:3].[Li]CCCC.[F:12][CH2:13][C:14](N1CCOCC1)=[O:15]. (6) Given the product [NH2:6][CH2:15][C:16]([P:19](=[O:26])([O:23][CH2:24][CH3:25])[O:20][CH2:21][CH3:22])([F:17])[F:18], predict the reactants needed to synthesize it. The reactants are: O.NN.O=C1C2C(=CC=CC=2)C(=O)[N:6]1[CH2:15][C:16]([P:19](=[O:26])([O:23][CH2:24][CH3:25])[O:20][CH2:21][CH3:22])([F:18])[F:17].